From a dataset of Reaction yield outcomes from USPTO patents with 853,638 reactions. Predict the reaction yield, written as a fraction of the theoretical maximum amount of product (1.0 means a 100% yield; for example, 0.34 means a 34% yield). The reactants are [C@@H:1]1([NH:10][C:11]2[C:12]3[CH:19]=[CH:18][N:17]([C@@H:20]4[CH2:24][C@@H:23]([CH2:25][OH:26])[CH:22]=[CH:21]4)[C:13]=3[N:14]=[CH:15][N:16]=2)[C:9]2[C:4](=[CH:5][CH:6]=[CH:7][CH:8]=2)[CH2:3][CH2:2]1.N1C=CC=CC=1.Cl[S:34]([NH2:37])(=[O:36])=[O:35]. The catalyst is C(C#N)(C)=O. The product is [S:34](=[O:36])(=[O:35])([O:26][CH2:25][C@@H:23]1[CH2:24][C@@H:20]([N:17]2[C:13]3[N:14]=[CH:15][N:16]=[C:11]([NH:10][C@@H:1]4[C:9]5[C:4](=[CH:5][CH:6]=[CH:7][CH:8]=5)[CH2:3][CH2:2]4)[C:12]=3[CH:19]=[CH:18]2)[CH:21]=[CH:22]1)[NH2:37]. The yield is 0.660.